Dataset: Reaction yield outcomes from USPTO patents with 853,638 reactions. Task: Predict the reaction yield, written as a fraction of the theoretical maximum amount of product (1.0 means a 100% yield; for example, 0.34 means a 34% yield). (1) The reactants are [CH2:1]([P:3]([CH2:6][CH3:7])[CH2:4][CH3:5])[CH3:2].[Br:8][CH2:9][CH2:10][CH2:11][CH2:12][CH2:13][CH2:14][CH2:15][CH2:16][CH2:17][CH2:18][CH2:19][CH2:20][OH:21]. The catalyst is C(#N)C. The product is [Br-:8].[CH2:1]([P+:3]([CH2:6][CH3:7])([CH2:4][CH3:5])[CH2:9][CH2:10][CH2:11][CH2:12][CH2:13][CH2:14][CH2:15][CH2:16][CH2:17][CH2:18][CH2:19][CH2:20][OH:21])[CH3:2]. The yield is 0.650. (2) The reactants are ClC(Cl)(O[C:5](=[O:11])[O:6][C:7](Cl)(Cl)Cl)Cl.[Cl:13][C:14]1[C:15]([O:24][C:25]2[CH:30]=[C:29]([O:31][CH2:32][CH2:33][O:34][CH3:35])[CH:28]=[CH:27][C:26]=2[CH2:36][CH2:37]CO)=[N:16][CH:17]=[C:18]([C:20]([F:23])([F:22])[F:21])[CH:19]=1.[Cl:40][C:41]1[CH:46]=[CH:45][CH:44]=[CH:43][C:42]=1[S:47]([NH2:50])(=[O:49])=[O:48].C(N(CC)C(C)C)(C)C.Cl. The product is [Cl:40][C:41]1[CH:46]=[CH:45][CH:44]=[CH:43][C:42]=1[S:47]([NH:50][C:5](=[O:11])[O:6][CH2:7][CH2:37][CH2:36][C:26]1[CH:27]=[CH:28][C:29]([O:31][CH2:32][CH2:33][O:34][CH3:35])=[CH:30][C:25]=1[O:24][C:15]1[C:14]([Cl:13])=[CH:19][C:18]([C:20]([F:22])([F:23])[F:21])=[CH:17][N:16]=1)(=[O:49])=[O:48]. The catalyst is C1(C)C=CC=CC=1.CN(C)C1C=CN=CC=1.C(OCC)(=O)C.O1CCCC1.N1C=CC=CC=1. The yield is 0.350. (3) The product is [CH3:18][N:19]([CH3:35])[C@H:20]1[CH2:24][CH2:23][N:22]([C:25]([C:27]2[CH:31]=[C:30]([CH3:32])[NH:29][C:28]=2[CH:33]=[C:10]2[C:9]3[C:13](=[CH:14][CH:15]=[CH:16][C:8]=3[C:5]3[CH:4]=[CH:3][C:2]([F:1])=[CH:7][CH:6]=3)[NH:12][C:11]2=[O:17])=[O:26])[CH2:21]1. The yield is 0.560. The reactants are [F:1][C:2]1[CH:7]=[CH:6][C:5]([C:8]2[CH:16]=[CH:15][CH:14]=[C:13]3[C:9]=2[CH2:10][C:11](=[O:17])[NH:12]3)=[CH:4][CH:3]=1.[CH3:18][N:19]([CH3:35])[C@H:20]1[CH2:24][CH2:23][N:22]([C:25]([C:27]2[CH:31]=[C:30]([CH3:32])[NH:29][C:28]=2[CH:33]=O)=[O:26])[CH2:21]1. The catalyst is C(O)C.N1CCCCC1. (4) The reactants are [Br:1][C:2]1[CH:3]=[C:4]([C:8]([NH:12][C:13](=[O:19])[O:14][C:15]([CH3:18])([CH3:17])[CH3:16])([CH3:11])[CH:9]=O)[CH:5]=[CH:6][CH:7]=1.[CH3:20][NH2:21].C(O[BH-](OC(=O)C)OC(=O)C)(=O)C.[Na+]. The catalyst is ClC(Cl)C.O.CC(O)=O. The product is [Br:1][C:2]1[CH:3]=[C:4]([C:8]([NH:12][C:13](=[O:19])[O:14][C:15]([CH3:18])([CH3:17])[CH3:16])([CH3:11])[CH2:9][NH:21][CH3:20])[CH:5]=[CH:6][CH:7]=1. The yield is 0.600.